This data is from Forward reaction prediction with 1.9M reactions from USPTO patents (1976-2016). The task is: Predict the product of the given reaction. (1) Given the reactants [Cl:1][C:2]1[C:7]2[O:8][C:9]3[CH2:14][CH2:13][NH:12][CH:11]([CH2:15][F:16])[C:10]=3[C:6]=2[CH:5]=[C:4]([S:17]([C:20]2[CH:25]=[CH:24][CH:23]=[CH:22][CH:21]=2)(=[O:19])=[O:18])[CH:3]=1.Cl, predict the reaction product. The product is: [ClH:1].[Cl:1][C:2]1[C:7]2[O:8][C:9]3[CH2:14][CH2:13][NH:12][CH:11]([CH2:15][F:16])[C:10]=3[C:6]=2[CH:5]=[C:4]([S:17]([C:20]2[CH:25]=[CH:24][CH:23]=[CH:22][CH:21]=2)(=[O:18])=[O:19])[CH:3]=1. (2) Given the reactants [Cl:1][C:2]1[CH:3]=[CH:4][C:5]([O:21][C:22]2[CH:27]=[CH:26][C:25]([F:28])=[CH:24][CH:23]=2)=[C:6]([CH:20]=1)[C:7](NCC1C=CC(C(O)=O)=CC=1)=[O:8].Cl.[N:30]1[NH:31][N:32]=[N:33][C:34]=1[C:35]1[CH:40]=[CH:39][C:38]([C@@H:41]([NH2:43])[CH3:42])=[CH:37][CH:36]=1, predict the reaction product. The product is: [Cl:1][C:2]1[CH:3]=[CH:4][C:5]([O:21][C:22]2[CH:27]=[CH:26][C:25]([F:28])=[CH:24][CH:23]=2)=[C:6]([CH:20]=1)[C:7]([NH:43][C@H:41]([C:38]1[CH:37]=[CH:36][C:35]([C:34]2[N:33]=[N:32][NH:31][N:30]=2)=[CH:40][CH:39]=1)[CH3:42])=[O:8]. (3) The product is: [Cl:17][C:11]1[CH:10]=[C:9]([C:6]2[CH:7]=[CH:8][N:4]([CH2:3][C@@H:2]([NH:1][C:31]([C:29]3[N:28]=[CH:27][N:26]([C:24]4[CH:23]=[CH:22][CH:21]=[C:20]([CH3:19])[N:25]=4)[CH:30]=3)=[O:32])[CH3:18])[N:5]=2)[CH:16]=[CH:15][C:12]=1[C:13]#[N:14]. Given the reactants [NH2:1][C@@H:2]([CH3:18])[CH2:3][N:4]1[CH:8]=[CH:7][C:6]([C:9]2[CH:16]=[CH:15][C:12]([C:13]#[N:14])=[C:11]([Cl:17])[CH:10]=2)=[N:5]1.[CH3:19][C:20]1[N:25]=[C:24]([N:26]2[CH:30]=[C:29]([C:31](O)=[O:32])[N:28]=[CH:27]2)[CH:23]=[CH:22][CH:21]=1, predict the reaction product. (4) Given the reactants [NH2:1][C:2]1[S:3][C:4]([C:14]([OH:16])=O)=[C:5]([CH2:7][C:8]2[CH:13]=[CH:12][CH:11]=[CH:10][CH:9]=2)[N:6]=1.C(N(C(C)C)CC)(C)C.Cl.C(N=C=NCCCN(C)C)C.ON1C2C=CC=CC=2N=N1.[CH2:48]([NH2:55])[C:49]1[CH:54]=[CH:53][CH:52]=[CH:51][CH:50]=1, predict the reaction product. The product is: [CH2:48]([NH:55][C:14]([C:4]1[S:3][C:2]([NH2:1])=[N:6][C:5]=1[CH2:7][C:8]1[CH:9]=[CH:10][CH:11]=[CH:12][CH:13]=1)=[O:16])[C:49]1[CH:54]=[CH:53][CH:52]=[CH:51][CH:50]=1. (5) Given the reactants [H-].[Na+].[OH:3][CH2:4][C:5]1[CH:6]=[N:7][C:8]([O:13][C:14]2[CH:19]=[CH:18][CH:17]=[C:16]([C:20]([F:23])([F:22])[F:21])[CH:15]=2)=[C:9]([CH:12]=1)[C:10]#[N:11].Cl[C:25]1[CH:26]=[C:27]2[N:34]([CH3:35])[CH2:33][CH2:32][N:28]2[C:29](=[O:31])[N:30]=1, predict the reaction product. The product is: [CH3:35][N:34]1[C:27]2[N:28]([C:29](=[O:31])[N:30]=[C:25]([O:3][CH2:4][C:5]3[CH:6]=[N:7][C:8]([O:13][C:14]4[CH:19]=[CH:18][CH:17]=[C:16]([C:20]([F:23])([F:21])[F:22])[CH:15]=4)=[C:9]([CH:12]=3)[C:10]#[N:11])[CH:26]=2)[CH2:32][CH2:33]1. (6) Given the reactants [NH2:1][C:2]1[N:7]=[CH:6][C:5]([C:8]([N:10]=[S:11]([CH2:14][CH2:15][CH2:16][CH2:17][C:18]([O:20]C)=[O:19])([CH3:13])=[O:12])=[O:9])=[CH:4][C:3]=1[C:22]#[C:23][C:24]1[CH:29]=[CH:28][CH:27]=[C:26]([NH:30][C:31]([C:33]2[O:34][CH:35]=[CH:36][C:37]=2[CH3:38])=[O:32])[CH:25]=1.[OH-].[K+].Cl, predict the reaction product. The product is: [NH2:1][C:2]1[N:7]=[CH:6][C:5]([C:8]([N:10]=[S:11]([CH2:14][CH2:15][CH2:16][CH2:17][C:18]([OH:20])=[O:19])([CH3:13])=[O:12])=[O:9])=[CH:4][C:3]=1[C:22]#[C:23][C:24]1[CH:29]=[CH:28][CH:27]=[C:26]([NH:30][C:31]([C:33]2[O:34][CH:35]=[CH:36][C:37]=2[CH3:38])=[O:32])[CH:25]=1.